This data is from Full USPTO retrosynthesis dataset with 1.9M reactions from patents (1976-2016). The task is: Predict the reactants needed to synthesize the given product. Given the product [Br:1][C:2]1[CH:3]=[C:4]([S:9]([NH:12][CH:13]2[CH2:16][CH2:15][CH2:14]2)(=[O:11])=[O:10])[C:5]([O:18][CH3:17])=[N:6][CH:7]=1, predict the reactants needed to synthesize it. The reactants are: [Br:1][C:2]1[CH:3]=[C:4]([S:9]([NH:12][CH:13]2[CH2:16][CH2:15][CH2:14]2)(=[O:11])=[O:10])[C:5](Cl)=[N:6][CH:7]=1.[CH3:17][O-:18].[Na+].